This data is from Reaction yield outcomes from USPTO patents with 853,638 reactions. The task is: Predict the reaction yield, written as a fraction of the theoretical maximum amount of product (1.0 means a 100% yield; for example, 0.34 means a 34% yield). (1) The reactants are Br[C:2]1[CH:3]=[C:4]([F:12])[CH:5]=[C:6]2[C:10]=1[NH:9][CH:8]=[C:7]2[CH3:11].[Cl:13][C:14]1[CH:19]=[C:18]([Cl:20])[CH:17]=[CH:16][C:15]=1[OH:21].Cl.CN(C)CC(O)=O.C([O-])([O-])=O.[Cs+].[Cs+]. The catalyst is O1CCOCC1.[Cu]I. The product is [Cl:13][C:14]1[CH:19]=[C:18]([Cl:20])[CH:17]=[CH:16][C:15]=1[O:21][C:2]1[CH:3]=[C:4]([F:12])[CH:5]=[C:6]2[C:10]=1[NH:9][CH:8]=[C:7]2[CH3:11]. The yield is 0.340. (2) The reactants are [C:1]([O:5][C:6]([N:8]1[CH2:13][CH2:12][N:11]([CH2:14][C:15]2[CH:20]=[CH:19][CH:18]=[CH:17][CH:16]=2)[CH2:10][C@@H:9]1[CH2:21][CH2:22][OH:23])=[O:7])([CH3:4])([CH3:3])[CH3:2].N1C=CC=CC=1.[CH3:30][S:31](Cl)(=[O:33])=[O:32]. The catalyst is ClCCl.C(=O)(O)[O-].[Na+]. The product is [NH3:8].[CH3:1][OH:5].[C:1]([O:5][C:6]([N:8]1[CH2:13][CH2:12][N:11]([CH2:14][C:15]2[CH:16]=[CH:17][CH:18]=[CH:19][CH:20]=2)[CH2:10][C@@H:9]1[CH2:21][CH2:22][O:23][S:31]([CH3:30])(=[O:33])=[O:32])=[O:7])([CH3:4])([CH3:3])[CH3:2]. The yield is 0.0500. (3) The reactants are [H-].[Na+].[NH:3]1[C:11]2[C:6](=[CH:7][CH:8]=[CH:9][CH:10]=2)[CH:5]=[CH:4]1.CS(O[CH2:17][CH:18]1[CH2:20][CH:19]1[C:21]([O:23][CH2:24][CH3:25])=[O:22])(=O)=O.O. The catalyst is CN(C=O)C. The product is [N:3]1([CH2:17][C@@H:18]2[CH2:20][C@H:19]2[C:21]([O:23][CH2:24][CH3:25])=[O:22])[C:11]2[C:6](=[CH:7][CH:8]=[CH:9][CH:10]=2)[CH:5]=[CH:4]1. The yield is 0.540. (4) The reactants are FC(F)(F)C(O)=O.[N:8]1[C:17]2[C:12](=[CH:13][C:14]([CH2:18][N:19]3[C:27]4[C:22](=[N:23][CH:24]=[C:25]([C:28]5[CH:49]=[CH:48][C:31]([C:32]([NH:34][CH:35]6[CH2:40][CH2:39][N:38](C(OC(C)(C)C)=O)[CH2:37][CH2:36]6)=[O:33])=[CH:30][CH:29]=5)[N:26]=4)[N:21]=[N:20]3)=[CH:15][CH:16]=2)[CH:11]=[CH:10][CH:9]=1. The catalyst is C(Cl)Cl. The product is [NH:38]1[CH2:39][CH2:40][CH:35]([NH:34][C:32](=[O:33])[C:31]2[CH:30]=[CH:29][C:28]([C:25]3[N:26]=[C:27]4[N:19]([CH2:18][C:14]5[CH:13]=[C:12]6[C:17](=[CH:16][CH:15]=5)[N:8]=[CH:9][CH:10]=[CH:11]6)[N:20]=[N:21][C:22]4=[N:23][CH:24]=3)=[CH:49][CH:48]=2)[CH2:36][CH2:37]1. The yield is 0.250.